Task: Predict which catalyst facilitates the given reaction.. Dataset: Catalyst prediction with 721,799 reactions and 888 catalyst types from USPTO (1) Reactant: C([O:4][C@H:5]1[CH2:26][CH2:25][C@@:24]2([CH3:27])[C@@H:7]([CH2:8][CH2:9][C@:10]3([CH3:36])[C:23]2=[CH:22][C:21](=[O:28])[C@H:20]2[C@@:11]3([CH3:35])[CH2:12][CH2:13][C@:14]3([CH3:34])[C@H:19]2[CH2:18][C@@:17]([CH3:33])([C:29]([O:31][CH3:32])=[O:30])[CH2:16][CH2:15]3)[C:6]1([CH3:38])[CH3:37])(=O)C.ClCCl.O1CCCC1.O.[OH-].[Li+]. Product: [OH:4][C@H:5]1[CH2:26][CH2:25][C@@:24]2([CH3:27])[C@@H:7]([CH2:8][CH2:9][C@:10]3([CH3:36])[C:23]2=[CH:22][C:21](=[O:28])[C@H:20]2[C@@:11]3([CH3:35])[CH2:12][CH2:13][C@:14]3([CH3:34])[C@H:19]2[CH2:18][C@@:17]([CH3:33])([C:29]([O:31][CH3:32])=[O:30])[CH2:16][CH2:15]3)[C:6]1([CH3:38])[CH3:37]. The catalyst class is: 72. (2) Reactant: F[C:2]1[N:7]=[CH:6][C:5]([C:8]2[CH:12]=[CH:11][S:10][CH:9]=2)=[CH:4][N:3]=1.[C:13]1([NH2:20])[CH:18]=[CH:17][CH:16]=[C:15]([NH2:19])[CH:14]=1.C(N(C(C)C)CC)(C)C. Product: [S:10]1[CH:11]=[CH:12][C:8]([C:5]2[CH:4]=[N:3][C:2]([NH:19][C:15]3[CH:16]=[CH:17][CH:18]=[C:13]([NH2:20])[CH:14]=3)=[N:7][CH:6]=2)=[CH:9]1. The catalyst class is: 32. (3) Reactant: [CH2:1]([N:8]([C:16]1[CH:21]=[CH:20][C:19](Br)=[CH:18][CH:17]=1)[C:9](=[O:15])[O:10][C:11]([CH3:14])([CH3:13])[CH3:12])[C:2]1[CH:7]=[CH:6][CH:5]=[CH:4][CH:3]=1.C([Li])CCC.[B:28](OC)([O:31]C)[O:29]C. Product: [CH2:1]([N:8]([C:9]([O:10][C:11]([CH3:14])([CH3:13])[CH3:12])=[O:15])[C:16]1[CH:21]=[CH:20][C:19]([B:28]([OH:31])[OH:29])=[CH:18][CH:17]=1)[C:2]1[CH:7]=[CH:6][CH:5]=[CH:4][CH:3]=1. The catalyst class is: 7. (4) Reactant: [Cl:1][C:2]1[N:7]=[C:6]([C:8]#[N:9])[CH:5]=[CH:4][N:3]=1.[C:10](OC([O-])=O)([O:12][C:13]([CH3:16])([CH3:15])[CH3:14])=[O:11]. Product: [C:13]([O:12][C:10](=[O:11])[NH:9][CH2:8][C:6]1[CH:5]=[CH:4][N:3]=[C:2]([Cl:1])[N:7]=1)([CH3:16])([CH3:15])[CH3:14]. The catalyst class is: 94. (5) Reactant: [Cl:1][C:2]1[CH:3]=[CH:4][C:5]([O:39][CH:40]([F:42])[F:41])=[C:6]([C:8]2[C:12]([NH:13][C:14]([C:16]3[CH:17]=[N:18][N:19]4[CH:24]=[CH:23][CH:22]=[N:21][C:20]=34)=[O:15])=[CH:11][N:10]([CH2:25][C:26]([N:28]3[CH2:33][CH2:32][CH:31]([NH:34][CH2:35][CH2:36][C:37]#[N:38])[CH2:30][CH2:29]3)=[O:27])[N:9]=2)[CH:7]=1.C=O.[C:45](O[BH-](OC(=O)C)OC(=O)C)(=O)C.[Na+]. Product: [Cl:1][C:2]1[CH:3]=[CH:4][C:5]([O:39][CH:40]([F:41])[F:42])=[C:6]([C:8]2[C:12]([NH:13][C:14]([C:16]3[CH:17]=[N:18][N:19]4[CH:24]=[CH:23][CH:22]=[N:21][C:20]=34)=[O:15])=[CH:11][N:10]([CH2:25][C:26]([N:28]3[CH2:29][CH2:30][CH:31]([N:34]([CH2:35][CH2:36][C:37]#[N:38])[CH3:45])[CH2:32][CH2:33]3)=[O:27])[N:9]=2)[CH:7]=1. The catalyst class is: 2. (6) Reactant: C(OC(=O)[NH:7][C:8]1[CH:13]=[C:12]([O:14][CH2:15][CH3:16])[C:11]([C:17]([F:20])([F:19])[F:18])=[CH:10][C:9]=1[NH:21][C:22](=[O:41])[CH2:23][C:24]([C:26]1[CH:31]=[CH:30][CH:29]=[C:28]([C:32]2[CH:33]=[N:34][C:35]([CH2:39][CH3:40])=[CH:36][C:37]=2[CH3:38])[CH:27]=1)=O)(C)(C)C.C(O)(C(F)(F)F)=O. Product: [CH2:15]([O:14][C:12]1[C:11]([C:17]([F:19])([F:20])[F:18])=[CH:10][C:9]2[NH:21][C:22](=[O:41])[CH2:23][C:24]([C:26]3[CH:31]=[CH:30][CH:29]=[C:28]([C:32]4[CH:33]=[N:34][C:35]([CH2:39][CH3:40])=[CH:36][C:37]=4[CH3:38])[CH:27]=3)=[N:7][C:8]=2[CH:13]=1)[CH3:16]. The catalyst class is: 2. (7) Reactant: [NH:1]1[C:9]2[C:4](=[C:5]([C:10]3[CH:11]=[C:12]([NH2:25])[C:13]4[C:17]([CH:18]=3)=[N:16][N:15](C3CCCCO3)[CH:14]=4)[CH:6]=[CH:7][CH:8]=2)[CH:3]=[CH:2]1.CCN(C(C)C)C(C)C.[O:35]1[CH:39]=[CH:38][CH:37]=[C:36]1[C:40](Cl)=[O:41]. Product: [NH:1]1[C:9]2[C:4](=[C:5]([C:10]3[CH:18]=[C:17]4[C:13]([CH:14]=[N:15][NH:16]4)=[C:12]([NH:25][C:40]([C:36]4[O:35][CH:39]=[CH:38][CH:37]=4)=[O:41])[CH:11]=3)[CH:6]=[CH:7][CH:8]=2)[CH:3]=[CH:2]1. The catalyst class is: 2. (8) Reactant: [Br:1][C:2]1[CH:9]=[C:8]([O:10][CH2:11][CH2:12][Cl:13])[C:7]([N+:14]([O-])=O)=[CH:6][C:3]=1[C:4]#[N:5]. Product: [NH2:14][C:7]1[C:8]([O:10][CH2:11][CH2:12][Cl:13])=[CH:9][C:2]([Br:1])=[C:3]([CH:6]=1)[C:4]#[N:5]. The catalyst class is: 409. (9) Reactant: [CH3:1][O:2][C:3](=[O:19])[CH:4]([C:13]1[CH:18]=[CH:17][CH:16]=[CH:15][CH:14]=1)[CH2:5][C:6]1[CH:11]=[CH:10][C:9](O)=[CH:8][CH:7]=1.[F:20][C:21]([F:34])([F:33])[S:22](O[S:22]([C:21]([F:34])([F:33])[F:20])(=[O:24])=[O:23])(=[O:24])=[O:23]. Product: [CH3:1][O:2][C:3](=[O:19])[CH:4]([C:13]1[CH:18]=[CH:17][CH:16]=[CH:15][CH:14]=1)[CH2:5][C:6]1[CH:11]=[CH:10][C:9]([S:22]([C:21]([F:34])([F:33])[F:20])(=[O:24])=[O:23])=[CH:8][CH:7]=1. The catalyst class is: 91.